Regression. Given two drug SMILES strings and cell line genomic features, predict the synergy score measuring deviation from expected non-interaction effect. From a dataset of NCI-60 drug combinations with 297,098 pairs across 59 cell lines. Drug 2: CC=C1C(=O)NC(C(=O)OC2CC(=O)NC(C(=O)NC(CSSCCC=C2)C(=O)N1)C(C)C)C(C)C. Synergy scores: CSS=48.2, Synergy_ZIP=11.0, Synergy_Bliss=18.7, Synergy_Loewe=-53.3, Synergy_HSA=12.3. Drug 1: C1CCN(CC1)CCOC2=CC=C(C=C2)C(=O)C3=C(SC4=C3C=CC(=C4)O)C5=CC=C(C=C5)O. Cell line: HL-60(TB).